From a dataset of Full USPTO retrosynthesis dataset with 1.9M reactions from patents (1976-2016). Predict the reactants needed to synthesize the given product. (1) Given the product [N:12]1([CH2:11][C:9]2[N:10]=[C:6]3[CH:5]=[CH:4][CH:3]=[C:2]([N:33]4[CH2:32][CH2:31][N:30]([CH2:29][C:28]([N:27]([CH3:37])[CH3:26])=[O:36])[CH2:35][CH2:34]4)[N:7]3[CH:8]=2)[C@H:25]2[C@H:16]([CH2:17][CH2:18][C:19]3[C:24]2=[N:23][CH:22]=[CH:21][CH:20]=3)[CH2:15][CH2:14][CH2:13]1, predict the reactants needed to synthesize it. The reactants are: F[C:2]1[N:7]2[CH:8]=[C:9]([CH2:11][N:12]3[C@H:25]4[C@H:16]([CH2:17][CH2:18][C:19]5[C:24]4=[N:23][CH:22]=[CH:21][CH:20]=5)[CH2:15][CH2:14][CH2:13]3)[N:10]=[C:6]2[CH:5]=[CH:4][CH:3]=1.[CH3:26][N:27]([CH3:37])[C:28](=[O:36])[CH2:29][N:30]1[CH2:35][CH2:34][NH:33][CH2:32][CH2:31]1.O. (2) Given the product [C:11]1([C:22]2[CH:23]=[CH:24][CH:25]=[CH:26][CH:27]=2)[CH:12]=[CH:13][C:14]([O:17][CH2:18][C:19]([NH:1][C:2]2[S:3][CH:4]=[CH:5][C:6]=2[C:7]([O:9][CH3:10])=[O:8])=[O:20])=[CH:15][CH:16]=1, predict the reactants needed to synthesize it. The reactants are: [NH2:1][C:2]1[S:3][CH:4]=[CH:5][C:6]=1[C:7]([O:9][CH3:10])=[O:8].[C:11]1([C:22]2[CH:27]=[CH:26][CH:25]=[CH:24][CH:23]=2)[CH:16]=[CH:15][C:14]([O:17][CH2:18][C:19](O)=[O:20])=[CH:13][CH:12]=1. (3) Given the product [CH3:1][C:2]1[CH:3]=[CH:4][C:5]2[N:6]([C:8]([C:19]3[CH:24]=[CH:23][CH:22]=[CH:21][CH:20]=3)=[C:9]([C:11]3[CH:18]=[CH:17][C:14]([CH2:15][N:47]4[CH2:48][CH2:49][CH:44]([C:41]5[NH:40][C:39]([C:35]6[NH:34][CH:38]=[CH:37][CH:36]=6)=[N:43][N:42]=5)[CH2:45][CH2:46]4)=[CH:13][CH:12]=3)[N:10]=2)[N:7]=1, predict the reactants needed to synthesize it. The reactants are: [CH3:1][C:2]1[CH:3]=[CH:4][C:5]2[N:6]([C:8]([C:19]3[CH:24]=[CH:23][CH:22]=[CH:21][CH:20]=3)=[C:9]([C:11]3[CH:18]=[CH:17][C:14]([CH:15]=O)=[CH:13][CH:12]=3)[N:10]=2)[N:7]=1.C(N(CC)CC)C.Cl.Cl.[NH:34]1[CH:38]=[CH:37][CH:36]=[C:35]1[C:39]1[NH:43][N:42]=[C:41]([CH:44]2[CH2:49][CH2:48][NH:47][CH2:46][CH2:45]2)[N:40]=1.C(O)(=O)C.[BH-](OC(C)=O)(OC(C)=O)OC(C)=O.[Na+]. (4) Given the product [Br:17][C:6]1[S:5][C:4]([CH:7]([OH:9])[CH3:8])=[N:3][C:2]=1[CH3:1], predict the reactants needed to synthesize it. The reactants are: [CH3:1][C:2]1[N:3]=[C:4]([CH:7]([OH:9])[CH3:8])[S:5][CH:6]=1.C1C(=O)N([Br:17])C(=O)C1.